This data is from Catalyst prediction with 721,799 reactions and 888 catalyst types from USPTO. The task is: Predict which catalyst facilitates the given reaction. (1) Reactant: [NH2:1][C@H:2]([C:5]1[N:14]([CH:15]2[CH2:17][CH2:16]2)[C:13](=[O:18])[C:12]2[C:7](=[CH:8][CH:9]=[CH:10][C:11]=2[Cl:19])[N:6]=1)[CH2:3][CH3:4].Cl[C:21]1[N:26]=[CH:25][N:24]=[C:23]([NH2:27])[C:22]=1[C:28]1[O:32][N:31]=[C:30]([CH2:33][CH3:34])[N:29]=1.CCN(C(C)C)C(C)C.CCOC(C)=O. Product: [NH2:27][C:23]1[N:24]=[CH:25][N:26]=[C:21]([NH:1][C@H:2]([C:5]2[N:14]([CH:15]3[CH2:16][CH2:17]3)[C:13](=[O:18])[C:12]3[C:7](=[CH:8][CH:9]=[CH:10][C:11]=3[Cl:19])[N:6]=2)[CH2:3][CH3:4])[C:22]=1[C:28]1[O:32][N:31]=[C:30]([CH2:33][CH3:34])[N:29]=1. The catalyst class is: 114. (2) Reactant: [F:1][C:2]1[CH:7]=[CH:6][C:5]([CH2:8][C:9]([N:11]=[C:12]=[S:13])=[O:10])=[CH:4][CH:3]=1.[NH2:14][C:15]1[CH:40]=[CH:39][C:18]([O:19][C:20]2[CH:25]=[C:24]([NH:26][C:27]([N:29]3[CH2:34][CH2:33][CH:32]([CH2:35][N:36]([CH3:38])[CH3:37])[CH2:31][CH2:30]3)=[O:28])[N:23]=[CH:22][N:21]=2)=[C:17]([F:41])[CH:16]=1.C12(CS(O)(=O)=O)C(C)(C)C(CC1)CC2=O. Product: [CH3:38][N:36]([CH2:35][CH:32]1[CH2:33][CH2:34][N:29]([C:27]([NH:26][C:24]2[CH:25]=[C:20]([O:19][C:18]3[CH:39]=[CH:40][C:15]([NH:14][C:12]([NH:11][C:9](=[O:10])[CH2:8][C:5]4[CH:4]=[CH:3][C:2]([F:1])=[CH:7][CH:6]=4)=[S:13])=[CH:16][C:17]=3[F:41])[N:21]=[CH:22][N:23]=2)=[O:28])[CH2:30][CH2:31]1)[CH3:37]. The catalyst class is: 234. (3) The catalyst class is: 39. Reactant: CC1(C)C(C)(C)OB([C:9]2[CH:10]=[C:11]3[C:15](=[CH:16][CH:17]=2)[C:14](=[O:18])[O:13][CH2:12]3)O1.Br[C:21]1[CH:22]=[N:23][CH:24]=[C:25]([F:29])[C:26]=1[CH:27]=[O:28].C(=O)([O-])[O-].[Na+].[Na+].C(Cl)Cl. Product: [F:29][C:25]1[CH:24]=[N:23][CH:22]=[C:21]([C:9]2[CH:10]=[C:11]3[C:15](=[CH:16][CH:17]=2)[C:14](=[O:18])[O:13][CH2:12]3)[C:26]=1[CH:27]=[O:28]. (4) Reactant: [F:1][C:2]1[C:3]([OH:12])=[C:4]([C:9](=[O:11])[CH3:10])[CH:5]=[C:6]([F:8])[CH:7]=1.[C:13]1(=O)[CH2:17][CH2:16][CH2:15][CH2:14]1.N1CCCC1. Product: [F:8][C:6]1[CH:5]=[C:4]2[C:3](=[C:2]([F:1])[CH:7]=1)[O:12][C:13]1([CH2:17][CH2:16][CH2:15][CH2:14]1)[CH2:10][C:9]2=[O:11]. The catalyst class is: 11. (5) Reactant: [N:1]1([C:11]([O:13][C:14]([CH3:17])([CH3:16])[CH3:15])=[O:12])[C:10]2[C:5](=[CH:6][CH:7]=[CH:8][CH:9]=2)[NH:4][CH2:3][CH2:2]1.[Br:18]N1C(=O)CCC1=O. Product: [Br:18][C:8]1[CH:9]=[C:10]2[C:5]([NH:4][CH2:3][CH2:2][N:1]2[C:11]([O:13][C:14]([CH3:17])([CH3:16])[CH3:15])=[O:12])=[CH:6][CH:7]=1. The catalyst class is: 23. (6) Reactant: Cl[C:2]1[CH:7]=[CH:6][N:5]=[CH:4][C:3]=1[NH:8][C:9]1[N:13]2[N:14]=[C:15]([C:18]3[C:23]([F:24])=[CH:22][CH:21]=[CH:20][C:19]=3[F:25])[CH:16]=[CH:17][C:12]2=[CH:11][N:10]=1.[OH:26][C:27]1[N:32]=[CH:31][C:30](B(O)O)=[CH:29][CH:28]=1.C([O-])([O-])=O.[Na+].[Na+].O. Product: [F:25][C:19]1[CH:20]=[CH:21][CH:22]=[C:23]([F:24])[C:18]=1[C:15]1[CH:16]=[CH:17][C:12]2[N:13]([C:9]([NH:8][C:3]3[CH:4]=[N:5][CH:6]=[CH:7][C:2]=3[C:30]3[CH:29]=[CH:28][C:27](=[O:26])[NH:32][CH:31]=3)=[N:10][CH:11]=2)[N:14]=1. The catalyst class is: 77.